Dataset: Human liver microsome stability data. Task: Regression/Classification. Given a drug SMILES string, predict its absorption, distribution, metabolism, or excretion properties. Task type varies by dataset: regression for continuous measurements (e.g., permeability, clearance, half-life) or binary classification for categorical outcomes (e.g., BBB penetration, CYP inhibition). Dataset: hlm. (1) The compound is CCCCc1nc2cc(/C=C/C(=O)NO)ccc2n1CCN(CC)CC. The result is 0 (unstable in human liver microsomes). (2) The molecule is Cc1ccc(-c2ccc(CNCCCNc3ccnc4cc(Cl)ccc34)s2)cc1. The result is 0 (unstable in human liver microsomes). (3) The compound is CC(C)(C)c1ccc(C=NNC(=N)NN=Cc2ccc(C(C)(C)C)cc2)cc1. The result is 1 (stable in human liver microsomes). (4) The compound is CS(=O)(=O)Nc1ccc2c(c1)S(=O)(=O)NC(C1=C(O)[C@H]3CCC[C@H]3N(Cc3ccc(F)c(Cl)c3)C1=O)=N2. The result is 0 (unstable in human liver microsomes). (5) The drug is O=C1CC(=O)N(CCc2ccccc2)C(=O)N1CCc1ccccc1. The result is 0 (unstable in human liver microsomes). (6) The molecule is O=C(O)c1cc(-c2ccc(C34CCN(CC3)CC4)cc2)c2ccc(-c3ccc(C(F)(F)F)cc3)cc2c1. The result is 0 (unstable in human liver microsomes). (7) The drug is CCN(CC)c1ccc(C=NNC(=O)c2nnn(-c3nonc3N)c2CN2CCCCCC2)c(O)c1. The result is 1 (stable in human liver microsomes). (8) The compound is C[C@]1(c2ccc(Cl)cc2Cl)OC[C@@H](COc2ccc(N3CCN(C(=O)CCc4cccc(O)c4)CC3)cc2)O1. The result is 1 (stable in human liver microsomes).